This data is from Reaction yield outcomes from USPTO patents with 853,638 reactions. The task is: Predict the reaction yield, written as a fraction of the theoretical maximum amount of product (1.0 means a 100% yield; for example, 0.34 means a 34% yield). (1) The reactants are Br[C:2]1[C:7](=[O:8])[N:6]([CH3:9])[CH:5]=[C:4]([C:10]([O:12][CH3:13])=[O:11])[CH:3]=1.C([Sn](CCCC)(CCCC)[C:19]1[CH:24]=[CH:23][CH:22]=[CH:21][N:20]=1)CCC. The catalyst is O1CCOCC1.O.C1C=CC([P]([Pd]([P](C2C=CC=CC=2)(C2C=CC=CC=2)C2C=CC=CC=2)([P](C2C=CC=CC=2)(C2C=CC=CC=2)C2C=CC=CC=2)[P](C2C=CC=CC=2)(C2C=CC=CC=2)C2C=CC=CC=2)(C2C=CC=CC=2)C2C=CC=CC=2)=CC=1. The product is [CH3:9][N:6]1[C:7](=[O:8])[C:2]([C:19]2[CH:24]=[CH:23][CH:22]=[CH:21][N:20]=2)=[CH:3][C:4]([C:10]([O:12][CH3:13])=[O:11])=[CH:5]1. The yield is 0.390. (2) The reactants are Br[C:2]1[CH:3]=[C:4]([C:8]2[CH:13]=[CH:12][CH:11]=[CH:10][CH:9]=2)[CH:5]=[CH:6][CH:7]=1.C([Li])(C)(C)C.[S:19](Cl)([Cl:22])(=[O:21])=[O:20]. The catalyst is CCOCC.C(OCC)(=O)C. The product is [C:4]1([C:8]2[CH:13]=[CH:12][CH:11]=[CH:10][CH:9]=2)[CH:5]=[CH:6][CH:7]=[C:2]([S:19]([Cl:22])(=[O:21])=[O:20])[CH:3]=1. The yield is 0.490. (3) The reactants are [Cl:1][C:2]1[C:6]([Cl:7])=[C:5]([CH3:8])[NH:4][C:3]=1[C:9]([NH:11][C@@H:12]1[CH2:17][CH2:16][N:15]([C:18]2[S:19][C:20]([C:35]([O:37]CC)=[O:36])=[C:21]([C:23]3[CH:28]=[N:27][C:26]([N:29]4[CH2:34][CH2:33][CH2:32][CH2:31][CH2:30]4)=[CH:25][N:24]=3)[N:22]=2)[CH2:14][C@@H:13]1[O:40][CH2:41][CH3:42])=[O:10].[OH-].[Na+]. The catalyst is CO. The product is [Cl:1][C:2]1[C:6]([Cl:7])=[C:5]([CH3:8])[NH:4][C:3]=1[C:9]([NH:11][C@@H:12]1[CH2:17][CH2:16][N:15]([C:18]2[S:19][C:20]([C:35]([OH:37])=[O:36])=[C:21]([C:23]3[CH:28]=[N:27][C:26]([N:29]4[CH2:34][CH2:33][CH2:32][CH2:31][CH2:30]4)=[CH:25][N:24]=3)[N:22]=2)[CH2:14][C@@H:13]1[O:40][CH2:41][CH3:42])=[O:10]. The yield is 0.318. (4) The reactants are Cl.[F:2][C:3]1[CH:8]=[C:7]([S:9]([CH3:12])(=[O:11])=[O:10])[CH:6]=[CH:5][C:4]=1[NH:13][C@H:14]1[CH2:19][CH2:18][CH2:17][N:16]([CH:20]2[CH2:25][CH2:24][NH:23][CH2:22][CH2:21]2)[C:15]1=[O:26].Cl[C:28]1[N:33]=[CH:32][C:31]([CH2:34][CH3:35])=[CH:30][N:29]=1.CCN(C(C)C)C(C)C. The catalyst is CN(C=O)C. The product is [CH2:34]([C:31]1[CH:30]=[N:29][C:28]([N:23]2[CH2:22][CH2:21][CH:20]([N:16]3[CH2:17][CH2:18][CH2:19][C@H:14]([NH:13][C:4]4[CH:5]=[CH:6][C:7]([S:9]([CH3:12])(=[O:11])=[O:10])=[CH:8][C:3]=4[F:2])[C:15]3=[O:26])[CH2:25][CH2:24]2)=[N:33][CH:32]=1)[CH3:35]. The yield is 0.346. (5) The reactants are Cl[CH2:2][CH2:3][CH:4]1[CH2:12][CH2:11][CH2:10][C:9]2[N:8]([C:13]3[CH:18]=[CH:17][CH:16]=[CH:15][CH:14]=3)[N:7]=[CH:6][C:5]1=2.C([O-])([O-])=O.[K+].[K+].[NH:25]1[CH2:30][CH2:29][O:28][CH2:27][CH2:26]1. The catalyst is CN(C=O)C.C(OCC)(=O)C. The product is [N:25]1([CH2:2][CH2:3][CH:4]2[CH2:12][CH2:11][CH2:10][C:9]3[N:8]([C:13]4[CH:18]=[CH:17][CH:16]=[CH:15][CH:14]=4)[N:7]=[CH:6][C:5]2=3)[CH2:30][CH2:29][O:28][CH2:27][CH2:26]1. The yield is 0.760.